This data is from Drug-target binding data from BindingDB using IC50 measurements. The task is: Regression. Given a target protein amino acid sequence and a drug SMILES string, predict the binding affinity score between them. We predict pIC50 (pIC50 = -log10(IC50 in M); higher means more potent). Dataset: bindingdb_ic50. (1) The compound is O=C1CC2(C(=O)N1)C(=O)N(Cc1ccc(Br)cc1F)C(=O)c1cccc(F)c12. The target protein sequence is AHNIVLYTGAKMPILGLGTWKSPPGKVTEAVKVAIDLGYRHIDCAHVYQNENEVGLALQAKLQEQVVKREDLFIVSKLWCTYHDKDLVKGACQKTLSDLKLDYLDLYLIHWPTGFKPGKDFFPLDEDGNVIPSEKDFVDTWTAMEELVDEGLVKAIGVSNFNHLQVEKILNKPGLKYKPAVNQIECHPYLTQEKLIQYCNSKGIVVTAYSPLGSPDRPWAKPEDPSILEDPRIKAIADKYNKTTAQVLIRFPIQRNLIVIPKSVTPERIAENFQVFDFELDKEDMNTLLSYNRDWRACALVSCASHRDYPFHEEF. The pIC50 is 7.7. (2) The compound is Cc1noc(C)c1-c1ccc2[nH]c(=O)n3c2c1OC(C)(C)C3c1ccccn1. The target protein sequence is PAPEKSSKVSEQLKCCSGILKEMFAKKHAAYAWPFYKPVDVEALGLHDYCDIIKHPMDMSTIKSKLEAREYRDAQEFGADVRLMFSNCYKYNPPDHEVVAMARKLQDVFEMRFAKMPDE. The pIC50 is 7.0.